Dataset: Full USPTO retrosynthesis dataset with 1.9M reactions from patents (1976-2016). Task: Predict the reactants needed to synthesize the given product. (1) Given the product [NH2:1][C:2]1[C:10]([O:11][CH3:12])=[CH:9][C:8]([Br:13])=[CH:7][C:3]=1[C:4]([OH:6])=[O:5], predict the reactants needed to synthesize it. The reactants are: [NH2:1][C:2]1[C:10]([O:11][CH3:12])=[CH:9][CH:8]=[CH:7][C:3]=1[C:4]([OH:6])=[O:5].[Br:13]Br. (2) Given the product [O:8]=[C:4]1[N:5]([CH2:10][C:11]([O:13][C:14]([CH3:17])([CH3:16])[CH3:15])=[O:12])[CH2:6][CH2:7][O:3]1, predict the reactants needed to synthesize it. The reactants are: [H-].[Na+].[O:3]1[CH2:7][CH2:6][NH:5][C:4]1=[O:8].Br[CH2:10][C:11]([O:13][C:14]([CH3:17])([CH3:16])[CH3:15])=[O:12].O. (3) Given the product [CH3:35][O:34][C:32](=[O:33])[NH:2][CH2:3][NH:4][C:5](=[O:30])[C:6]1[CH:11]=[CH:10][C:9]([C:12]2[CH2:16][C:15]([C:21]3[CH:22]=[C:23]([Cl:28])[CH:24]=[C:25]([Cl:27])[CH:26]=3)([C:17]([F:18])([F:19])[F:20])[O:14][N:13]=2)=[CH:8][C:7]=1[CH3:29], predict the reactants needed to synthesize it. The reactants are: Cl.[NH2:2][CH2:3][NH:4][C:5](=[O:30])[C:6]1[CH:11]=[CH:10][C:9]([C:12]2[CH2:16][C:15]([C:21]3[CH:26]=[C:25]([Cl:27])[CH:24]=[C:23]([Cl:28])[CH:22]=3)([C:17]([F:20])([F:19])[F:18])[O:14][N:13]=2)=[CH:8][C:7]=1[CH3:29].Cl[C:32]([O:34][CH3:35])=[O:33].C(N(CC)CC)C. (4) The reactants are: [C:1]1([C:7]2([CH2:12][CH2:13][OH:14])[CH2:11][CH2:10][NH:9][CH2:8]2)[CH:6]=[CH:5][CH:4]=[CH:3][CH:2]=1.C(=O)(O)[O-].[Na+].Cl[C:21]([O:23][CH2:24][C:25]1[CH:30]=[CH:29][CH:28]=[CH:27][CH:26]=1)=[O:22].ClCCl. Given the product [NH3:9].[C:21]([N:9]1[CH2:10][CH2:11][C:7]([C:1]2[CH:2]=[CH:3][CH:4]=[CH:5][CH:6]=2)([CH2:12][CH2:13][OH:14])[CH2:8]1)([O:23][CH2:24][C:25]1[CH:30]=[CH:29][CH:28]=[CH:27][CH:26]=1)=[O:22], predict the reactants needed to synthesize it.